Task: Predict which catalyst facilitates the given reaction.. Dataset: Catalyst prediction with 721,799 reactions and 888 catalyst types from USPTO (1) Reactant: C(OC(N=NC(OC(C)(C)C)=O)=O)(C)(C)C.C(P(CCCC)CCCC)CCC.[Cl:30][C:31]1[C:39]([F:40])=[CH:38][CH:37]=[C:36]2[C:32]=1[CH2:33][CH2:34][N:35]2[C@@H:41]([CH2:60][CH2:61]O)[C:42]([NH:44][C:45]1[CH:50]=[CH:49][C:48]([S:51](=[O:59])(=[O:58])[NH:52][C:53]2[S:54][CH:55]=[CH:56][N:57]=2)=[CH:47][N:46]=1)=[O:43].O. Product: [Cl:30][C:31]1[C:39]([F:40])=[CH:38][CH:37]=[C:36]2[C:32]=1[CH2:33][CH2:34][N:35]2[C@H:41]1[CH2:60][CH2:61][N:44]([C:45]2[N:46]=[CH:47][C:48]([S:51]([NH:52][C:53]3[S:54][CH:55]=[CH:56][N:57]=3)(=[O:59])=[O:58])=[CH:49][CH:50]=2)[C:42]1=[O:43]. The catalyst class is: 1. (2) Reactant: [CH3:1][N:2]1[C:10]2[C:5](=[CH:6][CH:7]=[CH:8][CH:9]=2)[C:4](=[O:11])[C:3]1=[O:12].C(O)C.[N+](=[CH:18][C:19]([O:21][CH2:22][CH3:23])=[O:20])=[N-]. Product: [OH:11][C:4]1[C:3](=[O:12])[N:2]([CH3:1])[C:10]2[C:5]([C:18]=1[C:19]([O:21][CH2:22][CH3:23])=[O:20])=[CH:6][CH:7]=[CH:8][CH:9]=2. The catalyst class is: 3.